From a dataset of Reaction yield outcomes from USPTO patents with 853,638 reactions. Predict the reaction yield, written as a fraction of the theoretical maximum amount of product (1.0 means a 100% yield; for example, 0.34 means a 34% yield). (1) The reactants are [CH3:1][O:2][C:3]1[CH:4]=[C:5]([C:11](=[O:17])[CH2:12][CH2:13][C:14]([OH:16])=[O:15])[CH:6]=[CH:7][C:8]=1[O:9][CH3:10].O[C:19]1[CH:20]=C(C(=O)CCC(O)=O)C=[CH:23][C:24]=1OC.C([O-])([O-])=O.[K+].[K+].BrC1CCCC1.Cl. The catalyst is Br.O.CN(C=O)C.CCOC(C)=O. The product is [CH:1]1([O:2][C:3]2[CH:4]=[C:5]([C:11](=[O:17])[CH2:12][CH2:13][C:14]([OH:16])=[O:15])[CH:6]=[CH:7][C:8]=2[O:9][CH3:10])[CH2:23][CH2:24][CH2:19][CH2:20]1. The yield is 0.140. (2) The reactants are [C:1]1([CH3:7])[CH:6]=[CH:5][CH:4]=[CH:3][CH:2]=1.[C:14]([O:13][O:13][C:14]([CH3:17])([CH3:16])[CH3:15])([CH3:17])([CH3:16])[CH3:15].[C]=O.[C:20]([OH:24])(C)(C)C. No catalyst specified. The product is [C:1]1([CH2:7][C:20]([O:13][C:14]([CH3:15])([CH3:16])[CH3:17])=[O:24])[CH:6]=[CH:5][CH:4]=[CH:3][CH:2]=1. The yield is 0.580. (3) The reactants are [C:1]1([CH:7]2[C:11]3([CH2:16][CH2:15][NH:14][CH2:13][CH2:12]3)[C:10](=[O:17])[NH:9][CH2:8]2)[CH:6]=[CH:5][CH:4]=[CH:3][CH:2]=1.[C:18]1(=O)[CH2:23][CH2:22][CH2:21][CH2:20][CH2:19]1.[Si]([C:29]#[N:30])(C)(C)C. The catalyst is CC(O)=O. The product is [O:17]=[C:10]1[C:11]2([CH2:12][CH2:13][N:14]([C:18]3([C:29]#[N:30])[CH2:23][CH2:22][CH2:21][CH2:20][CH2:19]3)[CH2:15][CH2:16]2)[CH:7]([C:1]2[CH:2]=[CH:3][CH:4]=[CH:5][CH:6]=2)[CH2:8][NH:9]1. The yield is 0.620. (4) The reactants are [CH:1]([C:3]1[CH:4]=[CH:5][C:6]([NH:9][C:10](=[O:15])[C:11]([CH3:14])([CH3:13])[CH3:12])=[N:7][CH:8]=1)=[CH2:2]. The catalyst is CCO.[Pd]. The product is [CH2:1]([C:3]1[CH:4]=[CH:5][C:6]([NH:9][C:10](=[O:15])[C:11]([CH3:14])([CH3:13])[CH3:12])=[N:7][CH:8]=1)[CH3:2]. The yield is 0.950. (5) The reactants are Br[C:2]1[CH:14]=[CH:13][C:5]([C:6]([O:8][C:9]([CH3:12])([CH3:11])[CH3:10])=[O:7])=[C:4]([Cl:15])[CH:3]=1.C([O-])([O-])=O.[K+].[K+].[C:22]1(C)C=CC=C[CH:23]=1. The catalyst is C1C=CC([P]([Pd]([P](C2C=CC=CC=2)(C2C=CC=CC=2)C2C=CC=CC=2)([P](C2C=CC=CC=2)(C2C=CC=CC=2)C2C=CC=CC=2)[P](C2C=CC=CC=2)(C2C=CC=CC=2)C2C=CC=CC=2)(C2C=CC=CC=2)C2C=CC=CC=2)=CC=1. The product is [Cl:15][C:4]1[CH:3]=[C:2]([CH:22]=[CH2:23])[CH:14]=[CH:13][C:5]=1[C:6]([O:8][C:9]([CH3:12])([CH3:11])[CH3:10])=[O:7]. The yield is 0.460. (6) The reactants are Br[C:2]1[C:3]([CH3:10])=[N:4][C:5]([CH3:9])=[C:6]([Br:8])[CH:7]=1.[CH2:11]([N:14]([CH3:16])[CH3:15])[C:12]#[CH:13]. The catalyst is C(NCC)C.CCOC(C)=O.C([O-])([O-])=O.[Na+].[Na+].[Cu](I)I.Cl[Pd](Cl)([P](C1C=CC=CC=1)(C1C=CC=CC=1)C1C=CC=CC=1)[P](C1C=CC=CC=1)(C1C=CC=CC=1)C1C=CC=CC=1. The product is [Br:8][C:6]1[CH:7]=[C:2]([C:13]#[C:12][CH2:11][N:14]([CH3:16])[CH3:15])[C:3]([CH3:10])=[N:4][C:5]=1[CH3:9]. The yield is 0.510. (7) The reactants are [C:1]([C:4]1[CH:5]=[C:6]([CH:11]=[C:12]([Br:14])[CH:13]=1)[C:7]([O:9]C)=[O:8])(=O)[CH3:2].[OH-].[K+].O.NN.Cl. The catalyst is C(O)CO.O. The product is [Br:14][C:12]1[CH:11]=[C:6]([CH:5]=[C:4]([CH2:1][CH3:2])[CH:13]=1)[C:7]([OH:9])=[O:8]. The yield is 0.890. (8) The reactants are [CH3:1][S:2]([C:5]1[CH:10]=[CH:9][CH:8]=[CH:7][C:6]=1[C:11]1[CH:31]=[CH:30][C:14]2[NH:15][C:16]([CH2:18][O:19][C:20]3[CH:25]=[CH:24][C:23]([C:26]([F:29])([F:28])[F:27])=[CH:22][CH:21]=3)=[N:17][C:13]=2[CH:12]=1)(=[O:4])=[O:3].C[Si]([N-][Si](C)(C)C)(C)C.[Li+].[CH3:42][C:43]([CH3:45])=[O:44].CO. The catalyst is C1COCC1. The product is [CH3:42][C:43]([OH:44])([CH3:45])[CH2:1][S:2]([C:5]1[CH:10]=[CH:9][CH:8]=[CH:7][C:6]=1[C:11]1[CH:31]=[CH:30][C:14]2[NH:15][C:16]([CH2:18][O:19][C:20]3[CH:25]=[CH:24][C:23]([C:26]([F:27])([F:28])[F:29])=[CH:22][CH:21]=3)=[N:17][C:13]=2[CH:12]=1)(=[O:3])=[O:4]. The yield is 0.880. (9) The reactants are FC(F)(F)C(OC(=O)C(F)(F)F)=[O:4].[F:14][C:15]1[CH:16]=[C:17]([N:29]2[CH2:33][C@H:32]([CH2:34][NH:35][C:36](=[O:38])[CH3:37])[O:31][C:30]2=[O:39])[CH:18]=[C:19]([F:28])[C:20]=1[CH:21]1[CH2:26][CH2:25][S:24](=[O:27])[CH2:23][CH2:22]1.CN1CCOCC1. The catalyst is ClCCl. The product is [O:27]=[S:24]1(=[O:4])[CH:25]=[CH:26][CH:21]([C:20]2[C:19]([F:28])=[CH:18][C:17]([N:29]3[CH2:33][C@H:32]([CH2:34][NH:35][C:36](=[O:38])[CH3:37])[O:31][C:30]3=[O:39])=[CH:16][C:15]=2[F:14])[CH2:22][CH2:23]1. The yield is 0.850. (10) The reactants are [C:1]([O:5][C:6]([N:8]1[CH2:13][CH2:12][C:11]2[N:14]([CH3:29])[C:15]([C:17]3[C:22]([C:23]#[CH:24])=[CH:21][N:20]=[C:19]([NH:25][C:26](=[O:28])[CH3:27])[N:18]=3)=[CH:16][C:10]=2[C:9]1=[O:30])=[O:7])([CH3:4])([CH3:3])[CH3:2].[C:31]([O-])([O-])=O.[Cs+].[Cs+].CI. The catalyst is CN(C=O)C.O. The product is [C:1]([O:5][C:6]([N:8]1[CH2:13][CH2:12][C:11]2[N:14]([CH3:29])[C:15]([C:17]3[C:22]([C:23]#[CH:24])=[CH:21][N:20]=[C:19]([N:25]([C:26](=[O:28])[CH3:27])[CH3:31])[N:18]=3)=[CH:16][C:10]=2[C:9]1=[O:30])=[O:7])([CH3:4])([CH3:3])[CH3:2]. The yield is 0.780.